The task is: Predict the reactants needed to synthesize the given product.. This data is from Full USPTO retrosynthesis dataset with 1.9M reactions from patents (1976-2016). Given the product [C:1]([O:5][C:6](=[O:28])[NH:7][C:8]1([C:12]2[CH:17]=[CH:16][C:15]([C:18]3[N:45]=[C:41]4[N:40]=[C:39]([O:38][CH2:37][C:34]5[CH:35]=[N:36][C:31]([O:30][CH3:29])=[CH:32][CH:33]=5)[CH:44]=[CH:43][N:42]4[C:19]=3[C:20]3[CH:25]=[CH:24][CH:23]=[CH:22][CH:21]=3)=[CH:14][CH:13]=2)[CH2:11][CH2:10][CH2:9]1)([CH3:2])([CH3:4])[CH3:3], predict the reactants needed to synthesize it. The reactants are: [C:1]([O:5][C:6](=[O:28])[NH:7][C:8]1([C:12]2[CH:17]=[CH:16][C:15]([C:18](=O)[CH:19](Br)[C:20]3[CH:25]=[CH:24][CH:23]=[CH:22][CH:21]=3)=[CH:14][CH:13]=2)[CH2:11][CH2:10][CH2:9]1)([CH3:4])([CH3:3])[CH3:2].[CH3:29][O:30][C:31]1[N:36]=[CH:35][C:34]([CH2:37][O:38][C:39]2[CH:44]=[CH:43][N:42]=[C:41]([NH2:45])[N:40]=2)=[CH:33][CH:32]=1.